This data is from Reaction yield outcomes from USPTO patents with 853,638 reactions. The task is: Predict the reaction yield, written as a fraction of the theoretical maximum amount of product (1.0 means a 100% yield; for example, 0.34 means a 34% yield). (1) The reactants are [CH3:1][N:2]1[CH:7]=[C:6]([C:8]2[CH:9]=[C:10]([NH:21][S:22]([CH3:25])(=[O:24])=[O:23])[CH:11]=[CH:12][C:13]=2[O:14][C:15]2[CH:20]=[CH:19][CH:18]=[CH:17][CH:16]=2)[C:5]2[CH:26]=[CH:27][N:28](S(C3C=CC(C)=CC=3)(=O)=O)[C:4]=2[C:3]1=[O:39].[C:40](=O)([O-])[O-].[K+].[K+]. The catalyst is CO.O. The product is [CH3:40][N:21]([C:10]1[CH:11]=[CH:12][C:13]([O:14][C:15]2[CH:20]=[CH:19][CH:18]=[CH:17][CH:16]=2)=[C:8]([C:6]2[C:5]3[CH:26]=[CH:27][NH:28][C:4]=3[C:3](=[O:39])[N:2]([CH3:1])[CH:7]=2)[CH:9]=1)[S:22]([CH3:25])(=[O:23])=[O:24]. The yield is 0.140. (2) The reactants are [CH3:1][N:2]([CH3:12])[C:3]1[CH:11]=[CH:10][C:6]([C:7]([OH:9])=O)=[CH:5][CH:4]=1.ClC(N(C)C)=C(C)C.[Br:21][C:22]1[C:23]([CH3:29])=[C:24]([CH:26]=[CH:27][CH:28]=1)[NH2:25].CCN(C(C)C)C(C)C. The catalyst is C(Cl)Cl.C([O-])(O)=O.[Na+]. The product is [Br:21][C:22]1[C:23]([CH3:29])=[C:24]([NH:25][C:7](=[O:9])[C:6]2[CH:5]=[CH:4][C:3]([N:2]([CH3:1])[CH3:12])=[CH:11][CH:10]=2)[CH:26]=[CH:27][CH:28]=1. The yield is 0.530.